From a dataset of Reaction yield outcomes from USPTO patents with 853,638 reactions. Predict the reaction yield, written as a fraction of the theoretical maximum amount of product (1.0 means a 100% yield; for example, 0.34 means a 34% yield). (1) The reactants are [CH:1]1([C:4]#[C:5][C:6]([O:8][CH2:9][CH3:10])=[O:7])[CH2:3][CH2:2]1.I[C:12]1[CH:17]=[CH:16][C:15]([O:18][CH2:19][O:20][CH3:21])=[CH:14][CH:13]=1.[C:22]1(B(O)O)[CH:27]=[CH:26][CH:25]=[CH:24][CH:23]=1.C([O-])([O-])=O.[K+].[K+]. The catalyst is CN(C=O)C.C1C=CC(C#N)=CC=1.C1C=CC(C#N)=CC=1.Cl[Pd]Cl.O. The product is [CH:1]1(/[C:4](/[C:12]2[CH:17]=[CH:16][C:15]([O:18][CH2:19][O:20][CH3:21])=[CH:14][CH:13]=2)=[C:5](/[C:22]2[CH:27]=[CH:26][CH:25]=[CH:24][CH:23]=2)\[C:6]([O:8][CH2:9][CH3:10])=[O:7])[CH2:3][CH2:2]1. The yield is 0.290. (2) The reactants are [N:1]12[CH2:8][CH2:7][CH:4]([CH2:5][CH2:6]1)[C@@H:3]([OH:9])[CH2:2]2.[Cl:10][C:11](OC(Cl)(Cl)Cl)=[O:12]. The catalyst is C(#N)C. The product is [ClH:10].[C:11]([Cl:10])(=[O:12])[O:9][C@@H:3]1[CH:4]2[CH2:7][CH2:8][N:1]([CH2:6][CH2:5]2)[CH2:2]1. The yield is 0.980. (3) The reactants are [CH3:1][O:2][C:3]1[CH:4]=[C:5]2[C:10](=[CH:11][C:12]=1[O:13][CH3:14])[NH:9][CH:8]=[CH:7][C:6]2=O.P12(SP3(SP(SP(S3)(S1)=S)(=S)S2)=S)=[S:17].C(=O)(O)[O-].[Na+]. The catalyst is COCCOCCOC. The product is [CH3:1][O:2][C:3]1[CH:4]=[C:5]2[C:10](=[CH:11][C:12]=1[O:13][CH3:14])[NH:9][CH:8]=[CH:7][C:6]2=[S:17]. The yield is 0.740.